Dataset: Catalyst prediction with 721,799 reactions and 888 catalyst types from USPTO. Task: Predict which catalyst facilitates the given reaction. (1) Reactant: [C:1]([C:9]1[O:10][C:11]2[CH:21]=[CH:20][C:19]([O:22][CH3:23])=[CH:18][C:12]=2[C:13]=1[CH2:14][C:15]([OH:17])=O)(=[O:8])[C:2]1[CH:7]=[CH:6][CH:5]=[CH:4][CH:3]=1.C1C=CC2N(O)N=NC=2C=1.[CH2:34]([NH:38][CH2:39][CH2:40][CH2:41][CH3:42])[CH2:35][CH2:36][CH3:37].CCN(C(C)C)C(C)C. Product: [C:1]([C:9]1[O:10][C:11]2[CH:21]=[CH:20][C:19]([O:22][CH3:23])=[CH:18][C:12]=2[C:13]=1[CH2:14][C:15]([N:38]([CH2:39][CH2:40][CH2:41][CH3:42])[CH2:34][CH2:35][CH2:36][CH3:37])=[O:17])(=[O:8])[C:2]1[CH:7]=[CH:6][CH:5]=[CH:4][CH:3]=1. The catalyst class is: 607. (2) Reactant: [CH2:1]([C:3]1[C:8]([CH:9]([CH2:14][CH2:15][CH3:16])[C:10]([O:12]C)=[O:11])=[C:7]([C:17]2[CH:22]=[CH:21][C:20]([CH3:23])=[CH:19][CH:18]=2)[N:6]=[C:5]([N:24]2[CH2:29][CH2:28][CH2:27][CH2:26][CH2:25]2)[N:4]=1)[CH3:2].[OH-].[Na+]. Product: [CH2:1]([C:3]1[C:8]([CH:9]([CH2:14][CH2:15][CH3:16])[C:10]([OH:12])=[O:11])=[C:7]([C:17]2[CH:18]=[CH:19][C:20]([CH3:23])=[CH:21][CH:22]=2)[N:6]=[C:5]([N:24]2[CH2:25][CH2:26][CH2:27][CH2:28][CH2:29]2)[N:4]=1)[CH3:2]. The catalyst class is: 5. (3) Reactant: [CH:1]1([N:5]2[CH2:11][CH2:10][CH2:9][N:8]([C:12]([C:14]3[CH:21]=[CH:20][C:17]([CH:18]=[O:19])=[CH:16][CH:15]=3)=[O:13])[CH2:7][CH2:6]2)[CH2:4][CH2:3][CH2:2]1.[BH4-].[Na+]. Product: [CH:1]1([N:5]2[CH2:11][CH2:10][CH2:9][N:8]([C:12]([C:14]3[CH:15]=[CH:16][C:17]([CH2:18][OH:19])=[CH:20][CH:21]=3)=[O:13])[CH2:7][CH2:6]2)[CH2:4][CH2:3][CH2:2]1. The catalyst class is: 5. (4) Reactant: [F:1][C:2]1[C:3]([CH2:8][O:9][C:10]2[CH:15]=[CH:14][C:13]([CH2:16][CH2:17][CH3:18])=[C:12]([N+:19]([O-])=O)[CH:11]=2)=[N:4][CH:5]=[CH:6][CH:7]=1.[Cl-].[NH4+].O. Product: [F:1][C:2]1[C:3]([CH2:8][O:9][C:10]2[CH:15]=[CH:14][C:13]([CH2:16][CH2:17][CH3:18])=[C:12]([CH:11]=2)[NH2:19])=[N:4][CH:5]=[CH:6][CH:7]=1. The catalyst class is: 8.